From a dataset of Forward reaction prediction with 1.9M reactions from USPTO patents (1976-2016). Predict the product of the given reaction. (1) Given the reactants [O:1]=[C:2]([C:19]1[CH:20]=[CH:21][C:22]2[S:27][C:26]3[N:28]=[CH:29][CH:30]=[N:31][C:25]=3[NH:24][C:23]=2[CH:32]=1)[CH2:3][N:4]1[CH2:9][CH2:8][CH:7]([CH2:10][CH2:11][CH:12]([CH3:18])[C:13]([O:15][CH2:16][CH3:17])=[O:14])[CH2:6][CH2:5]1.[BH4-].[Na+].C(OCC)(=O)C, predict the reaction product. The product is: [OH:1][CH:2]([C:19]1[CH:20]=[CH:21][C:22]2[S:27][C:26]3[N:28]=[CH:29][CH:30]=[N:31][C:25]=3[NH:24][C:23]=2[CH:32]=1)[CH2:3][N:4]1[CH2:5][CH2:6][CH:7]([CH2:10][CH2:11][CH:12]([CH3:18])[C:13]([O:15][CH2:16][CH3:17])=[O:14])[CH2:8][CH2:9]1. (2) Given the reactants C(=O)([O-])[O-].[K+].[K+].[CH2:7]([NH:14][CH2:15][C:16]([O:18][CH2:19][CH3:20])=[O:17])[C:8]1[CH:13]=[CH:12][CH:11]=[CH:10][CH:9]=1.Cl[C:22](=[O:30])[CH2:23][CH2:24][C:25]([O:27][CH2:28][CH3:29])=[O:26], predict the reaction product. The product is: [CH2:7]([N:14]([CH2:15][C:16]([O:18][CH2:19][CH3:20])=[O:17])[C:22](=[O:30])[CH2:23][CH2:24][C:25]([O:27][CH2:28][CH3:29])=[O:26])[C:8]1[CH:13]=[CH:12][CH:11]=[CH:10][CH:9]=1.